Dataset: Full USPTO retrosynthesis dataset with 1.9M reactions from patents (1976-2016). Task: Predict the reactants needed to synthesize the given product. (1) Given the product [Cl:1][C:2]1[C:3]([C:10]2[CH:15]=[CH:14][CH:13]=[C:12]([F:16])[CH:11]=2)=[CH:4][C:5]([CH:8]=[O:9])=[N:6][CH:7]=1, predict the reactants needed to synthesize it. The reactants are: [Cl:1][C:2]1[C:3]([C:10]2[CH:15]=[CH:14][CH:13]=[C:12]([F:16])[CH:11]=2)=[CH:4][C:5]([CH2:8][OH:9])=[N:6][CH:7]=1. (2) Given the product [C:1]([O:5][C:6](=[O:28])[NH:7][C:8]1[S:9][C:10]2[CH:16]=[C:15]([CH2:17][N:29]3[CH:33]=[CH:32][N:31]=[CH:30]3)[CH:14]=[C:13]([C:19]3[CH:24]=[CH:23][CH:22]=[C:21]([N+:25]([O-:27])=[O:26])[CH:20]=3)[C:11]=2[N:12]=1)([CH3:4])([CH3:3])[CH3:2], predict the reactants needed to synthesize it. The reactants are: [C:1]([O:5][C:6](=[O:28])[NH:7][C:8]1[S:9][C:10]2[CH:16]=[C:15]([CH2:17]Br)[CH:14]=[C:13]([C:19]3[CH:24]=[CH:23][CH:22]=[C:21]([N+:25]([O-:27])=[O:26])[CH:20]=3)[C:11]=2[N:12]=1)([CH3:4])([CH3:3])[CH3:2].[NH:29]1[CH:33]=[CH:32][N:31]=[CH:30]1. (3) Given the product [F:22][C:23]1[CH:24]=[C:25]([CH:28]=[CH:29][C:30]=1[CH3:31])[CH2:26][NH:1][CH:2]1[CH2:3][CH2:4][N:5]([CH2:8][CH2:9][N:10]2[C:19]3[C:14](=[CH:15][CH:16]=[C:17]([F:20])[CH:18]=3)[N:13]=[CH:12][C:11]2=[O:21])[CH2:6][CH2:7]1, predict the reactants needed to synthesize it. The reactants are: [NH2:1][CH:2]1[CH2:7][CH2:6][N:5]([CH2:8][CH2:9][N:10]2[C:19]3[C:14](=[CH:15][CH:16]=[C:17]([F:20])[CH:18]=3)[N:13]=[CH:12][C:11]2=[O:21])[CH2:4][CH2:3]1.[F:22][C:23]1[CH:24]=[C:25]([CH:28]=[CH:29][C:30]=1[CH3:31])[CH:26]=O.C(O[BH-](OC(=O)C)OC(=O)C)(=O)C.[Na+].C(=O)([O-])O.[Na+]. (4) The reactants are: CO[CH:3](OC)[N:4]([CH3:6])[CH3:5].[NH2:9][C:10]1[C:15]2[C:16]([C:19]3[CH:24]=[CH:23][C:22]([NH:25][C:26]([C:28]4[N:29]([CH3:37])[C:30]5[C:35]([CH:36]=4)=[CH:34][CH:33]=[CH:32][CH:31]=5)=[O:27])=[C:21]([O:38][CH3:39])[CH:20]=3)=[CH:17][S:18][C:14]=2[C:13]([N:40]=[C:41]([C:48]2[CH:53]=[CH:52][CH:51]=[CH:50][CH:49]=2)[C:42]2[CH:47]=[CH:46][CH:45]=[CH:44][CH:43]=2)=[CH:12][N:11]=1. Given the product [CH3:3][N:4]([CH:6]=[N:9][C:10]1[C:15]2[C:16]([C:19]3[CH:24]=[CH:23][C:22]([NH:25][C:26]([C:28]4[N:29]([CH3:37])[C:30]5[C:35]([CH:36]=4)=[CH:34][CH:33]=[CH:32][CH:31]=5)=[O:27])=[C:21]([O:38][CH3:39])[CH:20]=3)=[CH:17][S:18][C:14]=2[C:13]([N:40]=[C:41]([C:48]2[CH:53]=[CH:52][CH:51]=[CH:50][CH:49]=2)[C:42]2[CH:43]=[CH:44][CH:45]=[CH:46][CH:47]=2)=[CH:12][N:11]=1)[CH3:5], predict the reactants needed to synthesize it. (5) Given the product [Cl:15][C:16]1[CH:21]=[CH:20][C:19]([C:2]2[CH:14]=[CH:13][C:5]3[S:6][C:7]([C:9]([O:11][CH3:12])=[O:10])=[CH:8][C:4]=3[CH:3]=2)=[CH:18][CH:17]=1, predict the reactants needed to synthesize it. The reactants are: Br[C:2]1[CH:14]=[CH:13][C:5]2[S:6][C:7]([C:9]([O:11][CH3:12])=[O:10])=[CH:8][C:4]=2[CH:3]=1.[Cl:15][C:16]1[CH:21]=[CH:20][C:19](B(O)O)=[CH:18][CH:17]=1.[Cl-].[Li+].C(=O)([O-])[O-].[Na+].[Na+]. (6) The reactants are: [F:1][C:2]1[CH:3]=[CH:4][C:5]2[O:10][CH2:9][C@H:8]([CH2:11][OH:12])[O:7][C:6]=2[CH:13]=1.C([Sn](=O)CCCC)CCC.[C:24]1([CH3:34])[CH:29]=[CH:28][C:27]([S:30](Cl)(=[O:32])=[O:31])=[CH:26][CH:25]=1.O. Given the product [CH3:34][C:24]1[CH:29]=[CH:28][C:27]([S:30]([O:12][CH2:11][C@@H:8]2[O:7][C:6]3[CH:13]=[C:2]([F:1])[CH:3]=[CH:4][C:5]=3[O:10][CH2:9]2)(=[O:32])=[O:31])=[CH:26][CH:25]=1, predict the reactants needed to synthesize it. (7) The reactants are: [CH2:1]([O:8][CH2:9][C@@H:10]([C:13]1[CH:18]=[CH:17][C:16]([Br:19])=[CH:15][C:14]=1[CH3:20])[CH2:11][OH:12])[C:2]1[CH:7]=[CH:6][CH:5]=[CH:4][CH:3]=1.CC(OI1(OC(C)=O)(OC(C)=O)OC(=O)C2C=CC=CC1=2)=O. Given the product [CH2:1]([O:8][CH2:9][C@@H:10]([C:13]1[CH:18]=[CH:17][C:16]([Br:19])=[CH:15][C:14]=1[CH3:20])[CH:11]=[O:12])[C:2]1[CH:3]=[CH:4][CH:5]=[CH:6][CH:7]=1, predict the reactants needed to synthesize it. (8) Given the product [NH2:33][C:19]1[N:20]=[C:21]([C:23]2[CH:32]=[C:31]3[C:26]([CH2:27][CH2:28][N:29]([C:2]([NH:1][C@H:4]([CH3:5])[CH:6]([CH3:8])[CH3:7])=[O:3])[CH2:30]3)=[CH:25][CH:24]=2)[CH:22]=[C:17]([N:14]2[CH2:13][CH2:12][N:11]([CH3:10])[CH2:16][CH2:15]2)[N:18]=1, predict the reactants needed to synthesize it. The reactants are: [N:1]([C@@H:4]([CH:6]([CH3:8])[CH3:7])[CH3:5])=[C:2]=[O:3].Cl.[CH3:10][N:11]1[CH2:16][CH2:15][N:14]([C:17]2[CH:22]=[C:21]([C:23]3[CH:32]=[C:31]4[C:26]([CH2:27][CH2:28][NH:29][CH2:30]4)=[CH:25][CH:24]=3)[N:20]=[C:19]([NH2:33])[N:18]=2)[CH2:13][CH2:12]1. (9) Given the product [CH2:1]1[C:9]2[C:4](=[CH:5][CH:6]=[CH:7][CH:8]=2)[CH2:3][N:2]1[C:10]([NH:12][C:13]1[CH:14]=[CH:15][C:16]([C:17]([OH:19])=[O:18])=[CH:21][CH:22]=1)=[O:11], predict the reactants needed to synthesize it. The reactants are: [CH2:1]1[C:9]2[C:4](=[CH:5][CH:6]=[CH:7][CH:8]=2)[CH2:3][N:2]1[C:10]([NH:12][C:13]1[CH:22]=[CH:21][C:16]([C:17]([O:19]C)=[O:18])=[CH:15][CH:14]=1)=[O:11].CO.[OH-].[Li+].